Dataset: NCI-60 drug combinations with 297,098 pairs across 59 cell lines. Task: Regression. Given two drug SMILES strings and cell line genomic features, predict the synergy score measuring deviation from expected non-interaction effect. (1) Drug 1: CCN(CC)CCNC(=O)C1=C(NC(=C1C)C=C2C3=C(C=CC(=C3)F)NC2=O)C. Drug 2: CCN(CC)CCCC(C)NC1=C2C=C(C=CC2=NC3=C1C=CC(=C3)Cl)OC. Cell line: CAKI-1. Synergy scores: CSS=22.2, Synergy_ZIP=1.63, Synergy_Bliss=4.31, Synergy_Loewe=-0.391, Synergy_HSA=4.26. (2) Drug 1: C1C(C(OC1N2C=NC3=C(N=C(N=C32)Cl)N)CO)O. Drug 2: CCC1(C2=C(COC1=O)C(=O)N3CC4=CC5=C(C=CC(=C5CN(C)C)O)N=C4C3=C2)O.Cl. Cell line: LOX IMVI. Synergy scores: CSS=49.6, Synergy_ZIP=-7.30, Synergy_Bliss=-8.01, Synergy_Loewe=-6.55, Synergy_HSA=-3.09. (3) Drug 1: CS(=O)(=O)OCCCCOS(=O)(=O)C. Drug 2: C1C(C(OC1N2C=NC(=NC2=O)N)CO)O. Cell line: SR. Synergy scores: CSS=79.9, Synergy_ZIP=4.01, Synergy_Bliss=3.84, Synergy_Loewe=6.06, Synergy_HSA=7.97. (4) Drug 1: CC1=C(C=C(C=C1)NC(=O)C2=CC=C(C=C2)CN3CCN(CC3)C)NC4=NC=CC(=N4)C5=CN=CC=C5. Drug 2: CC1=C(C=C(C=C1)C(=O)NC2=CC(=CC(=C2)C(F)(F)F)N3C=C(N=C3)C)NC4=NC=CC(=N4)C5=CN=CC=C5. Cell line: HT29. Synergy scores: CSS=0.987, Synergy_ZIP=3.46, Synergy_Bliss=7.69, Synergy_Loewe=4.07, Synergy_HSA=3.10. (5) Drug 1: C1=CC(=C2C(=C1NCCNCCO)C(=O)C3=C(C=CC(=C3C2=O)O)O)NCCNCCO. Drug 2: CCC1(C2=C(COC1=O)C(=O)N3CC4=CC5=C(C=CC(=C5CN(C)C)O)N=C4C3=C2)O.Cl. Cell line: HOP-92. Synergy scores: CSS=33.8, Synergy_ZIP=-6.49, Synergy_Bliss=-6.06, Synergy_Loewe=-3.43, Synergy_HSA=-0.705. (6) Drug 1: C1=CN(C(=O)N=C1N)C2C(C(C(O2)CO)O)O.Cl. Drug 2: CN(CCCl)CCCl.Cl. Cell line: OVCAR-4. Synergy scores: CSS=6.31, Synergy_ZIP=1.24, Synergy_Bliss=-3.21, Synergy_Loewe=-1.19, Synergy_HSA=-1.10.